The task is: Predict the reaction yield, written as a fraction of the theoretical maximum amount of product (1.0 means a 100% yield; for example, 0.34 means a 34% yield).. This data is from Reaction yield outcomes from USPTO patents with 853,638 reactions. (1) The reactants are Cl[C:2]1[N:7]=[C:6]2[N:8]=[C:9]([CH2:18][N:19]3[C:23]4[CH:24]=[N:25][CH:26]=[CH:27][C:22]=4[N:21]([CH:28]4[CH2:30][CH2:29]4)[C:20]3=[O:31])[N:10]([CH2:11][CH2:12][CH2:13][C:14]([F:17])([F:16])[F:15])[C:5]2=[CH:4][CH:3]=1.CC([O-])=O.[K+]. The catalyst is CO.[Pd]. The product is [CH:28]1([N:21]2[C:22]3[CH:27]=[CH:26][N:25]=[CH:24][C:23]=3[N:19]([CH2:18][C:9]3[N:10]([CH2:11][CH2:12][CH2:13][C:14]([F:15])([F:17])[F:16])[C:5]4[C:6]([N:8]=3)=[N:7][CH:2]=[CH:3][CH:4]=4)[C:20]2=[O:31])[CH2:30][CH2:29]1. The yield is 0.590. (2) The product is [CH2:29]([N:16]1[C:15](=[O:33])[C:14]([N:11]2[CH2:12][CH2:13][N:8]([CH3:6])[CH2:9][CH2:10]2)=[C:19]([CH3:20])[C:18]([C:21]2[CH:26]=[CH:25][C:24]([S:47]([CH3:50])(=[O:48])=[O:46])=[CH:23][CH:22]=2)=[N:17]1)[CH:30]([CH3:32])[CH3:31]. The reactants are C(O[C:6]([N:8]1[CH2:13][CH2:12][N:11]([C:14]2[C:15](=[O:33])[N:16]([CH2:29][CH:30]([CH3:32])[CH3:31])[N:17]=[C:18]([C:21]3[CH:26]=[CH:25][C:24](C)=[C:23](F)[CH:22]=3)[C:19]=2[CH3:20])[CH2:10][CH2:9]1)=O)(C)(C)C.C(N1C(=O)C(C[O:46][S:47]([CH3:50])(=O)=[O:48])=CC(C2C=CC(S(C)(=O)=O)=CC=2)=N1)C(C)C.CN1CCNCC1. The yield is 0.885. No catalyst specified. (3) The reactants are [CH2:1]([O:8][C:9]([N:11]1[CH2:15][CH2:14][CH:13]([CH:16]=O)[CH2:12]1)=[O:10])[C:2]1[CH:7]=[CH:6][CH:5]=[CH:4][CH:3]=1.C(OP([CH2:26][C:27]#[N:28])(=O)OCC)C.C(=O)([O-])[O-].[Cs+].[Cs+]. The catalyst is C1COCC1. The product is [CH2:1]([O:8][C:9]([N:11]1[CH2:15][CH2:14][CH:13]([CH:16]=[CH:26][C:27]#[N:28])[CH2:12]1)=[O:10])[C:2]1[CH:7]=[CH:6][CH:5]=[CH:4][CH:3]=1. The yield is 0.900. (4) The reactants are [CH2:1]([C:7]1[C:8]2[S:17][CH:16]=[C:15]([CH2:18][CH2:19][CH2:20][CH2:21][CH2:22][CH3:23])[C:9]=2[S:10][C:11]=1C(O)=O)[CH2:2][CH2:3][CH2:4][CH2:5][CH3:6].N1C2C(=CC=CC=2)C=CC=1.C(=O)=O. The catalyst is [Cu].CCCCCC. The product is [CH2:18]([C:15]1[C:9]2[S:10][CH:11]=[C:7]([CH2:1][CH2:2][CH2:3][CH2:4][CH2:5][CH3:6])[C:8]=2[S:17][CH:16]=1)[CH2:19][CH2:20][CH2:21][CH2:22][CH3:23]. The yield is 0.684. (5) The reactants are [NH2:1][CH2:2][C:3]1[CH:8]=[CH:7][C:6]([C:9]([NH:11][C:12]2[CH:17]=[CH:16][CH:15]=[CH:14][C:13]=2[C:18](=[O:27])[NH:19][C:20]2[CH:25]=[CH:24][C:23]([Cl:26])=[CH:22][N:21]=2)=[O:10])=[CH:5][CH:4]=1.I.CS[C:31]1[NH:32][CH2:33][CH2:34][N:35]=1.C(N(CC)CC)C. The catalyst is CN(C=O)C. The product is [Cl:26][C:23]1[CH:24]=[CH:25][C:20]([NH:19][C:18]([C:13]2[CH:14]=[CH:15][CH:16]=[CH:17][C:12]=2[NH:11][C:9]([C:6]2[CH:5]=[CH:4][C:3]([CH2:2][NH:1][C:31]3[NH:35][CH2:34][CH2:33][N:32]=3)=[CH:8][CH:7]=2)=[O:10])=[O:27])=[N:21][CH:22]=1. The yield is 0.150. (6) The reactants are [C:1]([O:5][C:6]([N:8]([CH3:18])[CH2:9][C:10]([N:12]([CH2:14][C:15]([OH:17])=O)[CH3:13])=[O:11])=[O:7])([CH3:4])([CH3:3])[CH3:2].CN(C(F)=[N+](C)C)C.F[P-](F)(F)(F)(F)F.CCN(C(C)C)C(C)C.[N+:43]([C:46]1[CH:54]=[C:53]2[C:49]([CH:50]=[CH:51][NH:52]2)=[CH:48][CH:47]=1)([O-:45])=[O:44]. The catalyst is C1COCC1. The product is [C:1]([O:5][C:6](=[O:7])[N:8]([CH3:18])[CH2:9][C:10](=[O:11])[N:12]([CH3:13])[CH2:14][C:15]([N:52]1[C:53]2[C:49](=[CH:48][CH:47]=[C:46]([N+:43]([O-:45])=[O:44])[CH:54]=2)[CH:50]=[CH:51]1)=[O:17])([CH3:2])([CH3:3])[CH3:4]. The yield is 0.300.